Dataset: NCI-60 drug combinations with 297,098 pairs across 59 cell lines. Task: Regression. Given two drug SMILES strings and cell line genomic features, predict the synergy score measuring deviation from expected non-interaction effect. Drug 1: CC1=C(C(=CC=C1)Cl)NC(=O)C2=CN=C(S2)NC3=CC(=NC(=N3)C)N4CCN(CC4)CCO. Drug 2: C1=CN(C=N1)CC(O)(P(=O)(O)O)P(=O)(O)O. Cell line: NCI-H460. Synergy scores: CSS=4.67, Synergy_ZIP=-2.10, Synergy_Bliss=1.42, Synergy_Loewe=-6.69, Synergy_HSA=-0.207.